This data is from Full USPTO retrosynthesis dataset with 1.9M reactions from patents (1976-2016). The task is: Predict the reactants needed to synthesize the given product. (1) Given the product [C:2]([O:28][C:27](=[O:29])[C:26]1[CH:30]=[CH:31][C:23]([Br:22])=[C:24]([OH:32])[CH:25]=1)([CH3:7])([CH3:3])[CH3:1], predict the reactants needed to synthesize it. The reactants are: [CH2:1](O[C:3]1C=CC(C(O)=O)=[CH:7][C:2]=1[C:1](C)(C)C)[C:2]1[CH:7]=CC=C[CH:3]=1.[Br:22][C:23]1[CH:31]=[CH:30][C:26]([C:27]([OH:29])=[O:28])=[CH:25][C:24]=1[OH:32]. (2) Given the product [CH2:1]([O:3][C:4]([CH:6]1[CH2:11][CH2:10][CH:9]([NH:12][C:31]2[N:30]=[C:29]([N:24]3[C:25]4[C:21](=[C:20]([O:19][CH2:18][CH2:17][S:14]([CH3:13])(=[O:15])=[O:16])[CH:28]=[CH:27][CH:26]=4)[CH:22]=[N:23]3)[CH:34]=[CH:33][N:32]=2)[CH2:8][CH2:7]1)=[O:5])[CH3:2], predict the reactants needed to synthesize it. The reactants are: [CH2:1]([O:3][C:4]([CH:6]1[CH2:11][CH2:10][CH:9]([NH2:12])[CH2:8][CH2:7]1)=[O:5])[CH3:2].[CH3:13][S:14]([CH2:17][CH2:18][O:19][C:20]1[CH:28]=[CH:27][CH:26]=[C:25]2[C:21]=1[CH:22]=[N:23][N:24]2[C:29]1[CH:34]=[CH:33][N:32]=[C:31](S(CCC)(=O)=O)[N:30]=1)(=[O:16])=[O:15]. (3) The reactants are: [C:1]1([C:7]2[C:15]3[C:10](=[CH:11][C:12]([O:16][CH2:17][CH2:18][CH2:19][C:20]4[CH:25]=[CH:24][CH:23]=[CH:22][CH:21]=4)=[CH:13][CH:14]=3)[C:9](=[O:26])[CH:8]=2)[CH:6]=[CH:5][CH:4]=[CH:3][CH:2]=1.[Br:27]N1C(=O)CCC1=O.N(C(C)(C)C#N)=NC(C)(C)C#N. Given the product [Br:27][C:8]1[C:9](=[O:26])[C:10]2[C:15]([C:7]=1[C:1]1[CH:2]=[CH:3][CH:4]=[CH:5][CH:6]=1)=[CH:14][CH:13]=[C:12]([O:16][CH2:17][CH2:18][CH2:19][C:20]1[CH:25]=[CH:24][CH:23]=[CH:22][CH:21]=1)[CH:11]=2, predict the reactants needed to synthesize it. (4) Given the product [Cl:14][C:15]1[CH:20]=[CH:19][C:18]([P:9]([C:18]2[CH:19]=[CH:20][C:15]([Cl:14])=[CH:16][CH:17]=2)[C:4]2[CH:5]=[CH:6][CH:7]=[CH:8][C:3]=2[O:2][CH3:1])=[CH:17][CH:16]=1, predict the reactants needed to synthesize it. The reactants are: [CH3:1][O:2][C:3]1[CH:8]=[CH:7][CH:6]=[CH:5][C:4]=1[P:9](OC)OC.[Cl:14][C:15]1[CH:20]=[CH:19][C:18]([Mg]Br)=[CH:17][CH:16]=1. (5) Given the product [CH3:1][C:2]1[CH:3]=[C:4]([N:11]2[CH2:15][CH2:14][CH2:13][CH2:12]2)[N:5]=[CH:6][C:7]=1[NH2:8], predict the reactants needed to synthesize it. The reactants are: [CH3:1][C:2]1[C:7]([N+:8]([O-])=O)=[CH:6][N:5]=[C:4]([N:11]2[CH2:15][CH2:14][CH2:13][CH2:12]2)[CH:3]=1. (6) The reactants are: ClC1C=CC=C2C=1NC([B:11]1[O:15][C:14]([CH3:17])([CH3:16])[C:13]([CH3:19])([CH3:18])[O:12]1)=C2.[CH3:20][C:21]1[C:29]2[O:28][CH:27]=[CH:26][C:25]=2[CH:24]=[CH:23][CH:22]=1. Given the product [CH3:20][C:21]1[C:29]2[O:28][C:27]([B:11]3[O:15][C:14]([CH3:17])([CH3:16])[C:13]([CH3:19])([CH3:18])[O:12]3)=[CH:26][C:25]=2[CH:24]=[CH:23][CH:22]=1, predict the reactants needed to synthesize it.